Dataset: Forward reaction prediction with 1.9M reactions from USPTO patents (1976-2016). Task: Predict the product of the given reaction. Given the reactants [C:1]([O:5][C:6]([N:8]1[CH2:11][C:10](=[CH:12][C:13]2[N:14]([CH3:29])[C:15]3[C:20]([N:21]=2)=[C:19]([N:22]2[CH2:27][CH2:26][O:25][CH2:24][CH2:23]2)[N:18]=[C:17](Cl)[N:16]=3)[CH2:9]1)=[O:7])([CH3:4])([CH3:3])[CH3:2].[NH:30]1[C:34]2[CH:35]=[CH:36][CH:37]=[CH:38][C:33]=2[N:32]=[C:31]1[C@H:39]([OH:41])[CH3:40].CC(C1C=C(C(C)C)C(C2C=CC=CC=2P(C2CCCCC2)C2CCCCC2)=C(C(C)C)C=1)C.C([O-])([O-])=O.[Cs+].[Cs+], predict the reaction product. The product is: [C:1]([O:5][C:6]([N:8]1[CH2:11][C:10](=[CH:12][C:13]2[N:14]([CH3:29])[C:15]3[C:20]([N:21]=2)=[C:19]([N:22]2[CH2:27][CH2:26][O:25][CH2:24][CH2:23]2)[N:18]=[C:17]([N:30]2[C:34]4[CH:35]=[CH:36][CH:37]=[CH:38][C:33]=4[N:32]=[C:31]2[C@H:39]([OH:41])[CH3:40])[N:16]=3)[CH2:9]1)=[O:7])([CH3:4])([CH3:3])[CH3:2].